This data is from Forward reaction prediction with 1.9M reactions from USPTO patents (1976-2016). The task is: Predict the product of the given reaction. (1) Given the reactants [O:1]([CH2:8][CH2:9][CH2:10][CH2:11][CH2:12][CH2:13][CH:14]([C:16]1[O:17][C:18]([CH3:21])=[N:19][N:20]=1)[OH:15])[C:2]1[CH:7]=[CH:6][CH:5]=[CH:4][CH:3]=1.[CH2:22]([O:29]C1C=CC(OCCCCCCC=O)=CC=1)[C:23]1[CH:28]=[CH:27][CH:26]=[CH:25][CH:24]=1.[Cl-].[Ce+3].[Cl-].[Cl-].CN1NC=CO1, predict the reaction product. The product is: [CH2:22]([O:29][C:5]1[CH:4]=[CH:3][C:2]([O:1][CH2:8][CH2:9][CH2:10][CH2:11][CH2:12][CH2:13][CH:14]([C:16]2[O:17][C:18]([CH3:21])=[N:19][N:20]=2)[OH:15])=[CH:7][CH:6]=1)[C:23]1[CH:28]=[CH:27][CH:26]=[CH:25][CH:24]=1. (2) Given the reactants [CH2:1]([OH:8])[C:2]([NH2:7])([CH2:5][OH:6])[CH2:3][OH:4].Cl.CO[C:12](OC)([CH3:14])[CH3:13].O.C1(C)C=CC(S(O)(=O)=O)=CC=1.[C:29]([O:33][C:34](O[C:34]([O:33][C:29]([CH3:32])([CH3:31])[CH3:30])=[O:35])=[O:35])([CH3:32])([CH3:31])[CH3:30], predict the reaction product. The product is: [C:29]([O:33][C:34](=[O:35])[NH:7][C:2]1([CH2:5][OH:6])[CH2:3][O:4][C:12]([CH3:14])([CH3:13])[O:8][CH2:1]1)([CH3:32])([CH3:31])[CH3:30]. (3) Given the reactants [CH3:1][O:2][C:3](=[O:37])[CH:4]([C:9]1[CH:10]=[C:11]([C:27]2[CH:32]=[CH:31][C:30]([C:33]([F:36])([F:35])[F:34])=[CH:29][CH:28]=2)[CH:12]=[C:13]([NH:15][CH2:16][C:17]2[CH:22]=[CH:21][C:20]([C:23]([F:26])([F:25])[F:24])=[CH:19][CH:18]=2)[CH:14]=1)[CH2:5][CH:6]([CH3:8])[CH3:7].[CH:38](=O)[CH2:39][CH:40]([CH3:42])[CH3:41], predict the reaction product. The product is: [CH3:1][O:2][C:3](=[O:37])[CH:4]([C:9]1[CH:10]=[C:11]([C:27]2[CH:28]=[CH:29][C:30]([C:33]([F:34])([F:35])[F:36])=[CH:31][CH:32]=2)[CH:12]=[C:13]([N:15]([CH2:38][CH2:39][CH:40]([CH3:42])[CH3:41])[CH2:16][C:17]2[CH:22]=[CH:21][C:20]([C:23]([F:25])([F:24])[F:26])=[CH:19][CH:18]=2)[CH:14]=1)[CH2:5][CH:6]([CH3:8])[CH3:7]. (4) Given the reactants [CH2:1]([N:8]1[CH2:17][CH2:16][C:15]2[C:10](=[CH:11][C:12]([O:29][CH3:30])=[C:13]([O:18][Si](C(C)C)(C(C)C)C(C)C)[CH:14]=2)[CH2:9]1)[C:2]1[CH:7]=[CH:6][CH:5]=[CH:4][CH:3]=1.[CH3:31][CH2:32][CH2:33]C[N+](CCCC)(CCCC)CCCC.[F-].C1C[O:52]CC1.O, predict the reaction product. The product is: [CH:32]([O:52][C:6]1[CH:7]=[C:2]([CH:3]=[CH:4][CH:5]=1)[CH2:1][N:8]1[CH2:17][CH2:16][C:15]2[C:10](=[CH:11][C:12]([O:29][CH3:30])=[C:13]([OH:18])[CH:14]=2)[CH2:9]1)([CH3:33])[CH3:31]. (5) Given the reactants [CH3:1][O:2][C:3](=[O:15])[C:4]1[C:9]([F:10])=[C:8]([F:11])[C:7]([NH2:12])=[C:6]([F:13])[C:5]=1[F:14].[CH2:16]([CH2:20][C:21](=O)[CH3:22])[C:17]([CH3:19])=O, predict the reaction product. The product is: [CH3:1][O:2][C:3](=[O:15])[C:4]1[C:5]([F:14])=[C:6]([F:13])[C:7]([N:12]2[C:21]([CH3:22])=[CH:20][CH:16]=[C:17]2[CH3:19])=[C:8]([F:11])[C:9]=1[F:10].